Dataset: Drug-target binding data from BindingDB using IC50 measurements. Task: Regression. Given a target protein amino acid sequence and a drug SMILES string, predict the binding affinity score between them. We predict pIC50 (pIC50 = -log10(IC50 in M); higher means more potent). Dataset: bindingdb_ic50. (1) The small molecule is COC(=O)CCCCCCNC(=O)c1ccc(Nc2nc(NCCOCCOCCNC(=O)c3ccccc3)nc(Nc3ccc(O)cc3)n2)cc1. The target protein (Q00910) has sequence MGLLLKPGARQGSGTSSVPDRRCPRSVFSNIKVFVLCHGLLQLCQLLYSAYFKSSLTTIEKRFGLSSSSSGLISSLNEISNATLIIFISYFGSRVNRPRMIGIGGLLLAAGAFVLTLPHFLSEPYQYTSTTDGNRSSFQTDLCQKHFGALPPSKCHSTVPDTHKETSSLWGLMVVAQLLAGIGTVPIQPFGISYVDDFAEPTNSPLYISILFAIAVFGPAFGYLLGSVMLRIFVDYGRVDTATVNLSPGDPRWIGAWWLGLLISSGFLIVTSLPFFFFPRAMSRGAERSVTAEETMQTEEDKSRGSLMDFIKRFPRIFLRLLMNPLFMLVVLSQCTFSSVIAGLSTFLNKFLEKQYGATAAYANFLIGAVNLPAAALGMLFGGILMKRFVFPLQTIPRVAATIITISMILCVPLFFMGCSTSAVAEVYPPSTSSSIHPQQPPACRRDCSCPDSFFHPVCGDNGVEYVSPCHAGCSSTNTSSEASKEPIYLNCSCVSGGSA.... The pIC50 is 5.9. (2) The drug is CC(NC(=O)c1ccccc1C(F)(F)F)c1nnc(SCCOc2ccc(F)cc2)n1C. The pIC50 is 7.0. The target protein (P9WPA7) has sequence MSRLSEPSPYVEFDRRQWRALRMSTPLALTEEELVGLRGLGEQIDLLEVEEVYLPLARLIHLQVAARQRLFAATAEFLGEPQQNPDRPVPFIIGVAGSVAVGKSTTARVLQALLARWDHHPRVDLVTTDGFLYPNAELQRRNLMHRKGFPESYNRRALMRFVTSVKSGSDYACAPVYSHLHYDIIPGAEQVVRHPDILILEGLNVLQTGPTLMVSDLFDFSLYVDARIEDIEQWYVSRFLAMRTTAFADPESHFHHYAAFSDSQAVVAAREIWRTINRPNLVENILPTRPRATLVLRKDADHSINRLRLRKL. (3) The compound is COc1ccccc1C=Nc1nnc(S)s1. The target protein sequence is LIPFDDAVGPTEFSPFDQWTGYCTHGSTLFPTWHRPYVLILEQILSGHAQQIADTYTVNKSEWKKAATEFRHPYWDWASNSVPPPEVISLPKVTITTPNGQKTSVANPLMRYTFNSVNDGGFYGPYNQWDTTLRQPDSTGVNAKDNVNRLKSVLKNAQASLTRATYDMFNRVTTWPHFSSHTPASGGSTSNSIEAIHDNIHVLVGGNGHMSDPSVAPFDPIFFLHHANVDRLIALWSAIRYDVWTSPGDAQFGTYTLRYKQSVDESTDLAPWWKTQNEYWKSNELRSTESLGYTYPEFVGLDMYNKDAVNKTISRKVAQLYGPQRGGQRSLVEDLSNSHARRSQRPAKRSRLGQLLKGLFSDWSAQIKFNRHEVGQSFSVCLFLGNVPEDPREWLVSPNLVGARHAFVRSVKTDHVAEEIGFIPINQWIAEHTGLPSFAVDLVKPLLAQGLQWRVLLADGTPAELDSLEVTILEVPSELTDDEPNPRSRPPRYHKDITHG.... The pIC50 is 6.1. (4) The compound is O=[N+]([O-])c1ccc(-n2nc3c(c2O)SCC3)cc1. The target protein (O31211) has sequence MTHYHFVGIKGSGMSSLAQIMHDLGHEVQGSDIENYVFTEVALRNKGIKILPFDANNIKEDMVVIQGNAFASSHEEKARAHQMKLDVVSYNDFLGQIIDQYTSVAVTGAHGKTSTTGLLSHVMNGDKKTSFLIGDGTGMGLPESDYFAFEACEYRRHFLSYKPDYAIMTNIDFDHPDYFKDINDVFDAFQEMAHNVKKGIIAWGDDEHLRKIEADVPIYYYGFKDSDDIYAQNIQITDKGTAFDVYVDGEFYDHFLSPQYGDHTVLNALAVIAISYLEKLDVTNIKEALETFGGVKRRFNETTIANQVIVDDYAHHPREISATIETARKKYPHKEVVAVFQPHTFSRTQAFLNEFAESLSKADRVFLCEIFGSIRENTGALTIQDLIDKIEGASLINEDSINVLEQFDNAVVLFKGAGDIQKLQNAYLDKLGMKNAF. The pIC50 is 4.1.